This data is from Reaction yield outcomes from USPTO patents with 853,638 reactions. The task is: Predict the reaction yield, written as a fraction of the theoretical maximum amount of product (1.0 means a 100% yield; for example, 0.34 means a 34% yield). The reactants are O=C1C2C(=CC=CC=2)C(=O)[N:3]1[O:12][C@@H:13]([CH2:26][C:27]([O:29][C:30]([CH3:33])([CH3:32])[CH3:31])=[O:28])[C:14]([O:16][CH2:17][C:18]1[CH:23]=[CH:22][C:21]([O:24][CH3:25])=[CH:20][CH:19]=1)=[O:15].CNN. The catalyst is ClCCl. The product is [NH2:3][O:12][C@@H:13]([CH2:26][C:27]([O:29][C:30]([CH3:33])([CH3:32])[CH3:31])=[O:28])[C:14]([O:16][CH2:17][C:18]1[CH:23]=[CH:22][C:21]([O:24][CH3:25])=[CH:20][CH:19]=1)=[O:15]. The yield is 0.970.